From a dataset of Forward reaction prediction with 1.9M reactions from USPTO patents (1976-2016). Predict the product of the given reaction. (1) Given the reactants [O:1]1[C:5]2[CH:6]=[CH:7][C:8]([C:10]3(O)[C:18]4[C:13](=[CH:14][CH:15]=[CH:16][CH:17]=4)[N:12]([CH2:19][C:20]4C=C[C:23](Cl)=[CH:22][CH:21]=4)[C:11]3=[O:27])=[CH:9][C:4]=2[O:3][CH2:2]1.O1C2C=CC(C3(O)C4C(=CC=CC=4)N(CCC4CC4)C3=O)=CC=2OC1, predict the reaction product. The product is: [O:1]1[C:5]2[CH:6]=[CH:7][C:8]([CH:10]3[C:18]4[C:13](=[CH:14][CH:15]=[CH:16][CH:17]=4)[N:12]([CH2:19][CH2:20][CH:21]4[CH2:23][CH2:22]4)[C:11]3=[O:27])=[CH:9][C:4]=2[O:3][CH2:2]1. (2) Given the reactants [CH3:1][O:2][C:3](=[O:22])[C:4]1[CH:9]=[CH:8][CH:7]=[C:6]([S:10][C:11]2[C:19]3[C:14](=[CH:15][C:16]([Cl:20])=[CH:17][CH:18]=3)[NH:13][C:12]=2[CH3:21])[CH:5]=1.Br[C:24]1[CH:25]=[CH:26][C:27]([CH3:30])=[N:28][CH:29]=1, predict the reaction product. The product is: [CH3:1][O:2][C:3](=[O:22])[C:4]1[CH:9]=[CH:8][CH:7]=[C:6]([S:10][C:11]2[C:19]3[C:14](=[CH:15][C:16]([Cl:20])=[CH:17][CH:18]=3)[N:13]([C:24]3[CH:29]=[N:28][C:27]([CH3:30])=[CH:26][CH:25]=3)[C:12]=2[CH3:21])[CH:5]=1. (3) Given the reactants [CH2:1]([C:3]1[CH:8]=[C:7]([CH2:9][C:10]([O:12][CH3:13])=[O:11])[CH:6]=[CH:5][C:4]=1[C:14]1[CH:19]=[CH:18][C:17]([OH:20])=[CH:16][CH:15]=1)[CH3:2].CS(O[CH2:26][C:27]1[CH:32]=[CH:31][C:30]([C:33]([F:36])([F:35])[F:34])=[C:29]([O:37]COC)[C:28]=1[CH:41](OC)[O:42]C)(=O)=O, predict the reaction product. The product is: [CH2:1]([C:3]1[CH:8]=[C:7]([CH2:9][C:10]([O:12][CH3:13])=[O:11])[CH:6]=[CH:5][C:4]=1[C:14]1[CH:15]=[CH:16][C:17]([O:20][CH2:26][C:27]2[CH:32]=[CH:31][C:30]([C:33]([F:35])([F:36])[F:34])=[C:29]([OH:37])[C:28]=2[CH:41]=[O:42])=[CH:18][CH:19]=1)[CH3:2]. (4) Given the reactants [H-].[Al+3].[Li+].[H-].[H-].[H-].[CH3:7][C@@H:8]1[CH2:13][CH2:12][C@H:11]([N:14]2[CH:18]=[C:17]([C:19](OCC)=[O:20])[N:16]=[CH:15]2)[CH2:10][CH2:9]1.[OH-].[Na+].S([O-])([O-])(=O)=O.[Na+].[Na+], predict the reaction product. The product is: [CH3:7][C@@H:8]1[CH2:9][CH2:10][C@H:11]([N:14]2[CH:18]=[C:17]([CH:19]=[O:20])[N:16]=[CH:15]2)[CH2:12][CH2:13]1. (5) Given the reactants [C:1]([O:5][C:6]([C@@H:8]([CH2:30][N:31]([CH:37]1[CH2:39][CH2:38]1)[CH2:32][CH2:33][CH2:34][CH:35]=[CH2:36])[C:9]([N:11]1[C@H:15]([C:16]([NH:18][C@:19]2([C:24]([O:26][CH2:27][CH3:28])=[O:25])[CH2:21][C@H:20]2[CH:22]=[CH2:23])=[O:17])[CH2:14][C@@H:13]([OH:29])[CH2:12]1)=[O:10])=[O:7])([CH3:4])([CH3:3])[CH3:2].N1C=CN=C1.[Si:45](Cl)([C:48]([CH3:51])([CH3:50])[CH3:49])([CH3:47])[CH3:46], predict the reaction product. The product is: [C:1]([O:5][C:6]([C@@H:8]([CH2:30][N:31]([CH:37]1[CH2:39][CH2:38]1)[CH2:32][CH2:33][CH2:34][CH:35]=[CH2:36])[C:9]([N:11]1[C@H:15]([C:16]([NH:18][C@:19]2([C:24]([O:26][CH2:27][CH3:28])=[O:25])[CH2:21][C@H:20]2[CH:22]=[CH2:23])=[O:17])[CH2:14][C@@H:13]([O:29][Si:45]([C:48]([CH3:51])([CH3:50])[CH3:49])([CH3:47])[CH3:46])[CH2:12]1)=[O:10])=[O:7])([CH3:2])([CH3:3])[CH3:4]. (6) Given the reactants Br[C:2]1[CH:3]=[C:4]2[C:9](=[CH:10][CH:11]=1)[N:8]([CH2:12][CH3:13])[C:7](=[O:14])[N:6]([CH2:15][CH3:16])[C:5]2=[O:17].[C:18]1(P(C2C=CC=CC=2)CCCP(C2C=CC=CC=2)C2C=CC=CC=2)C=CC=CC=1.[CH3:47][OH:48].[Cl-].[Na+].[OH2:51], predict the reaction product. The product is: [CH2:12]([N:8]1[C:9]2[C:4](=[CH:3][C:2]([C:47]([O:51][CH3:18])=[O:48])=[CH:11][CH:10]=2)[C:5](=[O:17])[N:6]([CH2:15][CH3:16])[C:7]1=[O:14])[CH3:13]. (7) Given the reactants [C:1]([C:3]1[CH:4]=[C:5]([C:13]2[S:17][C:16]([C:18]3[CH:27]=[CH:26][CH:25]=[C:24]4[C:19]=3[CH2:20][CH2:21][CH2:22][C@H:23]4[NH:28][S:29]([CH2:32][C:33](OC)=[O:34])(=[O:31])=[O:30])=[N:15][N:14]=2)[CH:6]=[CH:7][C:8]=1[O:9][CH:10]([CH3:12])[CH3:11])#[N:2].[BH4-].[Na+].CO, predict the reaction product. The product is: [C:1]([C:3]1[CH:4]=[C:5]([C:13]2[S:17][C:16]([C:18]3[CH:27]=[CH:26][CH:25]=[C:24]4[C:19]=3[CH2:20][CH2:21][CH2:22][C@H:23]4[NH:28][S:29]([CH2:32][CH2:33][OH:34])(=[O:30])=[O:31])=[N:15][N:14]=2)[CH:6]=[CH:7][C:8]=1[O:9][CH:10]([CH3:12])[CH3:11])#[N:2]. (8) Given the reactants Br[C:2]1[CH:3]=[CH:4][C:5]([C:13]([N:15]2[CH2:20][CH2:19][N:18]([C:21]3[C:26]([CH3:27])=[CH:25][C:24]([CH3:28])=[CH:23][N:22]=3)[CH2:17][CH2:16]2)=[O:14])=[C:6]([NH:8][S:9]([CH3:12])(=[O:11])=[O:10])[CH:7]=1.[C:29]([N:32]1[CH2:36][CH2:35][NH:34][C:33]1=[O:37])(=[O:31])[CH3:30], predict the reaction product. The product is: [C:29]([N:32]1[CH2:36][CH2:35][N:34]([C:2]2[CH:3]=[CH:4][C:5]([C:13]([N:15]3[CH2:20][CH2:19][N:18]([C:21]4[C:26]([CH3:27])=[CH:25][C:24]([CH3:28])=[CH:23][N:22]=4)[CH2:17][CH2:16]3)=[O:14])=[C:6]([NH:8][S:9]([CH3:12])(=[O:11])=[O:10])[CH:7]=2)[C:33]1=[O:37])(=[O:31])[CH3:30]. (9) Given the reactants [C:1]([C:5]1[CH:6]=[CH:7][C:8]([O:35][CH2:36][CH3:37])=[C:9]([C:11]2[N:12]([C:32](Cl)=[O:33])[C:13]([C:25]3[CH:30]=[CH:29][C:28]([Cl:31])=[CH:27][CH:26]=3)([CH3:24])[C:14]([C:17]3[CH:22]=[CH:21][C:20]([Cl:23])=[CH:19][CH:18]=3)([CH3:16])[N:15]=2)[CH:10]=1)([CH3:4])([CH3:3])[CH3:2].Cl.Cl.[CH3:40][S:41]([CH2:44][CH2:45][CH2:46][N:47]1[CH2:52][CH2:51][NH:50][CH2:49][CH2:48]1)(=[O:43])=[O:42], predict the reaction product. The product is: [C:1]([C:5]1[CH:6]=[CH:7][C:8]([O:35][CH2:36][CH3:37])=[C:9]([C:11]2[N:12]([C:32]([N:50]3[CH2:51][CH2:52][N:47]([CH2:46][CH2:45][CH2:44][S:41]([CH3:40])(=[O:42])=[O:43])[CH2:48][CH2:49]3)=[O:33])[C@@:13]([C:25]3[CH:26]=[CH:27][C:28]([Cl:31])=[CH:29][CH:30]=3)([CH3:24])[C@@:14]([C:17]3[CH:22]=[CH:21][C:20]([Cl:23])=[CH:19][CH:18]=3)([CH3:16])[N:15]=2)[CH:10]=1)([CH3:2])([CH3:3])[CH3:4].